This data is from Full USPTO retrosynthesis dataset with 1.9M reactions from patents (1976-2016). The task is: Predict the reactants needed to synthesize the given product. (1) Given the product [Cl:23][C:17]1[CH:18]=[C:19]([Cl:22])[CH:20]=[CH:21][C:16]=1[C:7]1([C:9]2[CH:10]=[CH:11][C:12]([F:15])=[CH:13][CH:14]=2)[O:6][C:5]2[CH:24]=[C:25]([F:26])[C:2]([C:32]([OH:34])=[O:33])=[CH:3][C:4]=2[O:8]1, predict the reactants needed to synthesize it. The reactants are: Br[C:2]1[C:25]([F:26])=[CH:24][C:5]2[O:6][C:7]([C:16]3[CH:21]=[CH:20][C:19]([Cl:22])=[CH:18][C:17]=3[Cl:23])([C:9]3[CH:14]=[CH:13][C:12]([F:15])=[CH:11][CH:10]=3)[O:8][C:4]=2[CH:3]=1.C([Li])CCC.[C:32](=[O:34])=[O:33]. (2) Given the product [CH2:42]([N:35]1[C:36](=[O:37])[C:38]2[NH:41][C:13]([C:11]3[N:10]([CH3:16])[N:9]=[C:8]([O:7][CH2:3][C:4]([OH:6])=[O:5])[CH:12]=3)=[N:40][C:39]=2[N:32]([CH2:29][CH2:30][CH3:31])[C:33]1=[O:34])[CH2:43][CH3:44], predict the reactants needed to synthesize it. The reactants are: C([CH:3]([O:7][C:8]1[CH:12]=[C:11]([C:13](O)=O)[N:10]([CH3:16])[N:9]=1)[C:4]([OH:6])=[O:5])C.CCN=C=NCCCN(C)C.Cl.[CH2:29]([N:32]1[C:39]([NH2:40])=[C:38]([NH2:41])[C:36](=[O:37])[N:35]([CH2:42][CH2:43][CH3:44])[C:33]1=[O:34])[CH2:30][CH3:31]. (3) Given the product [N:1]1([C:7](=[O:16])[CH2:8][CH2:9][CH2:10][CH2:11][C:12]([OH:14])=[O:13])[CH2:2][CH2:3][O:4][CH2:5][CH2:6]1, predict the reactants needed to synthesize it. The reactants are: [N:1]1([C:7](=[O:16])[CH2:8][CH2:9][CH2:10][CH2:11][C:12]([O:14]C)=[O:13])[CH2:6][CH2:5][O:4][CH2:3][CH2:2]1.[OH-].[Na+]. (4) Given the product [CH2:7]([O:10][CH2:11][CH2:12][N:13]([CH3:55])[C:14](=[O:15])[C:16]1[CH:21]=[CH:20][C:19]([CH2:22][CH2:23][S:24]([N:27]2[CH2:28][CH2:29][C:30]3([N:36]=[C:37]([C:38]4[CH:43]=[CH:42][C:41]([C:44]([F:45])([F:47])[F:46])=[C:40]([O:48][CH2:49][CH2:50][CH:51]=[CH2:52])[CH:39]=4)[NH:35][C:33]3=[O:34])[CH2:31][CH2:32]2)(=[O:26])=[O:25])=[C:18]([CH3:54])[CH:17]=1)[CH:8]=[CH2:9], predict the reactants needed to synthesize it. The reactants are: CC(C)([O-])C.[K+].[CH2:7]([O:10][CH2:11][CH2:12][N:13]([CH3:55])[C:14]([C:16]1[CH:21]=[CH:20][C:19]([CH2:22][CH2:23][S:24]([N:27]2[CH2:32][CH2:31][C:30]([NH:36][C:37](=O)[C:38]3[CH:43]=[CH:42][C:41]([C:44]([F:47])([F:46])[F:45])=[C:40]([O:48][CH2:49][CH2:50][CH:51]=[CH2:52])[CH:39]=3)([C:33]([NH2:35])=[O:34])[CH2:29][CH2:28]2)(=[O:26])=[O:25])=[C:18]([CH3:54])[CH:17]=1)=[O:15])[CH:8]=[CH2:9].[Cl-].[NH4+].O. (5) Given the product [Br:14][C:7]1[CH:8]=[CH:9][C:2]([CH3:1])=[C:3]([CH:6]=1)[C:4]#[N:5], predict the reactants needed to synthesize it. The reactants are: [CH3:1][C:2]1[CH:9]=[CH:8][CH:7]=[CH:6][C:3]=1[C:4]#[N:5].C(O)(O)=O.[Br:14]Br.C(=O)([O-])[O-].[K+].[K+]. (6) Given the product [Cl:1][C:2]1[CH:18]=[CH:17][C:5]([C:6]([N:8]([CH3:9])[C:10]2[CH:15]=[CH:14][CH:13]=[CH:12][C:11]=2[O:16][CH2:39][CH2:38][O:37][C:32]2[CH:33]=[CH:34][CH:35]=[CH:36][N:31]=2)=[O:7])=[CH:4][C:3]=1[C:19]1[CH:20]=[N:21][C:22]([C:27]([F:30])([F:28])[F:29])=[CH:23][C:24]=1[C:25]#[N:26], predict the reactants needed to synthesize it. The reactants are: [Cl:1][C:2]1[CH:18]=[CH:17][C:5]([C:6]([N:8]([C:10]2[CH:15]=[CH:14][CH:13]=[CH:12][C:11]=2[OH:16])[CH3:9])=[O:7])=[CH:4][C:3]=1[C:19]1[CH:20]=[N:21][C:22]([C:27]([F:30])([F:29])[F:28])=[CH:23][C:24]=1[C:25]#[N:26].[N:31]1[CH:36]=[CH:35][CH:34]=[CH:33][C:32]=1[O:37][CH2:38][CH2:39]OS(C)(=O)=O.C([O-])([O-])=O.[K+].[K+]. (7) Given the product [F:30][C:29]([F:32])([F:31])[CH2:28][N:24]1[C:23]([C:17]2[N:16]=[C:15]3[C:14]4[CH:33]=[CH:34][C:11]([O:10][C@H:7]([CH2:8][CH3:9])[C:6]([NH2:44])=[O:5])=[CH:12][C:13]=4[O:22][CH2:21][CH2:20][N:19]3[CH:18]=2)=[N:27][CH:26]=[N:25]1, predict the reactants needed to synthesize it. The reactants are: C([O:5][C:6](=O)[C@H:7]([O:10][C:11]1[CH:34]=[CH:33][C:14]2[C:15]3[N:19]([CH2:20][CH2:21][O:22][C:13]=2[CH:12]=1)[CH:18]=[C:17]([C:23]1[N:24]([CH2:28][C:29]([F:32])([F:31])[F:30])[N:25]=[CH:26][N:27]=1)[N:16]=3)[CH2:8][CH3:9])(C)(C)C.C(O)(C(F)(F)F)=O.C[N:44](C(ON1N=NC2C=CC=NC1=2)=[N+](C)C)C.F[P-](F)(F)(F)(F)F.[Cl-].[NH4+].C(N(CC)CC)C. (8) Given the product [CH3:1][O:2][C:3](=[O:4])[CH2:5][O:6][C:7]1[CH:12]=[CH:11][C:10]([OH:13])=[CH:9][C:8]=1[N+:22]([O-:24])=[O:23], predict the reactants needed to synthesize it. The reactants are: [CH3:1][O:2][C:3]([CH2:5][O:6][C:7]1[CH:12]=[CH:11][C:10]([O:13]C(=O)C2C=CC=CC=2)=[CH:9][C:8]=1[N+:22]([O-:24])=[O:23])=[O:4].C[O-].[Na+].